Dataset: Full USPTO retrosynthesis dataset with 1.9M reactions from patents (1976-2016). Task: Predict the reactants needed to synthesize the given product. (1) Given the product [Cl:16][C:7]1[CH:8]=[C:9]2[C:4](=[CH:5][CH:6]=1)[NH:3][C:2](=[O:24])[C:11]([CH2:12][CH2:13][CH3:14])=[C:10]2[NH:21][CH2:17][CH:18]([CH3:20])[CH3:19], predict the reactants needed to synthesize it. The reactants are: Br[C:2]1[C:11]([CH2:12][CH2:13][CH3:14])=[C:10](Br)[C:9]2[C:4](=[CH:5][CH:6]=[C:7]([Cl:16])[CH:8]=2)[N:3]=1.[CH2:17]([NH2:21])[CH:18]([CH3:20])[CH3:19].C([OH:24])C. (2) Given the product [CH2:23]([O:27][C:28]1[CH:33]=[CH:32][C:31]([S:34]([NH:3][CH:4]([C:9]2[CH:14]=[CH:13][C:12]([O:15][CH2:16][CH2:17][N:18]3[CH2:19][CH2:20][CH2:21][CH2:22]3)=[CH:11][CH:10]=2)[C:5]([O:7][CH3:8])=[O:6])(=[O:36])=[O:35])=[CH:30][CH:29]=1)[C:24]#[C:25][CH3:26], predict the reactants needed to synthesize it. The reactants are: Cl.Cl.[NH2:3][CH:4]([C:9]1[CH:14]=[CH:13][C:12]([O:15][CH2:16][CH2:17][N:18]2[CH2:22][CH2:21][CH2:20][CH2:19]2)=[CH:11][CH:10]=1)[C:5]([O:7][CH3:8])=[O:6].[CH2:23]([O:27][C:28]1[CH:33]=[CH:32][C:31]([S:34](Cl)(=[O:36])=[O:35])=[CH:30][CH:29]=1)[C:24]#[C:25][CH3:26].C(N(CC)CC)C. (3) Given the product [NH2:33][CH2:32][C:29]([CH3:31])([CH3:30])[CH2:28][N:26]([CH3:27])[C:24]([C:9]1[N:8]([CH2:1][C:2]2[CH:3]=[CH:4][CH:5]=[CH:6][CH:7]=2)[C:12]([C:13]([F:16])([F:15])[F:14])=[CH:11][C:10]=1[C:17]1[CH:18]=[CH:19][C:20]([Cl:23])=[CH:21][CH:22]=1)=[O:25], predict the reactants needed to synthesize it. The reactants are: [CH2:1]([N:8]1[C:12]([C:13]([F:16])([F:15])[F:14])=[CH:11][C:10]([C:17]2[CH:22]=[CH:21][C:20]([Cl:23])=[CH:19][CH:18]=2)=[C:9]1[C:24]([N:26]([CH2:28][C:29]([C:32]#[N:33])([CH3:31])[CH3:30])[CH3:27])=[O:25])[C:2]1[CH:7]=[CH:6][CH:5]=[CH:4][CH:3]=1.[BH4-].[Na+]. (4) Given the product [CH:16]1([CH2:15][N:12]2[CH:13]=[CH:14][C:9]([OH:8])=[C:10]([C:20]([F:21])([F:22])[F:23])[C:11]2=[O:19])[CH2:18][CH2:17]1, predict the reactants needed to synthesize it. The reactants are: C([O:8][C:9]1[CH:14]=[CH:13][N:12]([CH2:15][CH:16]2[CH2:18][CH2:17]2)[C:11](=[O:19])[C:10]=1[C:20]([F:23])([F:22])[F:21])C1C=CC=CC=1. (5) Given the product [CH:25]1[C:37]2[CH:36]([CH2:38][O:39][C:40]([NH:1][CH:2]([CH:7]([C:9]3[C:17]4[C:12](=[CH:13][CH:14]=[CH:15][CH:16]=4)[NH:11][CH:10]=3)[CH3:8])[C:3]([O:5][CH3:6])=[O:4])=[O:41])[C:35]3[C:30](=[CH:31][CH:32]=[CH:33][CH:34]=3)[C:29]=2[CH:28]=[CH:27][CH:26]=1, predict the reactants needed to synthesize it. The reactants are: [NH2:1][CH:2]([CH:7]([C:9]1[C:17]2[C:12](=[CH:13][CH:14]=[CH:15][CH:16]=2)[NH:11][CH:10]=1)[CH3:8])[C:3]([O:5][CH3:6])=[O:4].C(N(CC)CC)C.[CH:25]1[C:37]2[CH:36]([CH2:38][O:39][C:40](Cl)=[O:41])[C:35]3[C:30](=[CH:31][CH:32]=[CH:33][CH:34]=3)[C:29]=2[CH:28]=[CH:27][CH:26]=1. (6) Given the product [O:1]1[C:6]2[CH:7]=[CH:8][CH:9]=[C:10]([CH2:11][C:13]3[NH:14][CH:15]=[N:16][CH:17]=3)[C:5]=2[O:4][CH2:3][CH2:2]1, predict the reactants needed to synthesize it. The reactants are: [O:1]1[C:6]2[CH:7]=[CH:8][CH:9]=[C:10]([CH:11]([C:13]3[N:14]=[CH:15][N:16](C(C4C=CC=CC=4)(C4C=CC=CC=4)C4C=CC=CC=4)[CH:17]=3)O)[C:5]=2[O:4][CH2:3][CH2:2]1.C(O)(C(F)(F)F)=O.C([SiH](CC)CC)C. (7) Given the product [I-:1].[CH3:2][N+:3]1[C:12]2[C:7](=[CH:8][CH:9]=[CH:10][CH:11]=2)[C:6](/[CH:13]=[CH:28]/[C:24]2[CH:25]=[CH:26][C:27]3[N:15]([CH3:14])[C:16]4[C:21]([C:22]=3[CH:23]=2)=[CH:20][CH:19]=[CH:18][CH:17]=4)=[CH:5][CH:4]=1, predict the reactants needed to synthesize it. The reactants are: [I-:1].[CH3:2][N+:3]1[C:12]2[C:7](=[CH:8][CH:9]=[CH:10][CH:11]=2)[C:6]([CH3:13])=[CH:5][CH:4]=1.[CH3:14][N:15]1[C:27]2[CH:26]=[CH:25][C:24]([CH:28]=O)=[CH:23][C:22]=2[C:21]2[C:16]1=[CH:17][CH:18]=[CH:19][CH:20]=2.N1CCCCC1.